From a dataset of Forward reaction prediction with 1.9M reactions from USPTO patents (1976-2016). Predict the product of the given reaction. (1) The product is: [OH:6][C@H:7]([CH2:9][CH2:10][NH2:11])[CH2:8][C@@H:4]([C:5]([OH:12])=[O:23])[NH2:3]. Given the reactants Cl.Cl.[NH2:3][C@H:4]1[CH2:8][C@@H:7]([CH2:9][CH2:10][NH2:11])[O:6][C:5]1=[O:12].C(N(CC)CC)C.FC(F)(F)C(OC(=O)C(F)(F)F)=[O:23].FC(F)(F)C(N[C@H]1C[C@@H](CCNC(=O)C(F)(F)F)OC1=O)=O.FC(F)(F)C(O)=O.C(N(CC)CC)C, predict the reaction product. (2) Given the reactants Br[C:2]1[CH:3]=[C:4]([CH:8]([OH:18])[CH2:9][CH2:10][NH:11][C:12](=[O:17])[C:13]([F:16])([F:15])[F:14])[CH:5]=[CH:6][CH:7]=1.[C:19]([C:21]1([OH:26])[CH2:25][CH2:24][CH2:23][CH2:22]1)#[CH:20], predict the reaction product. The product is: [F:14][C:13]([F:16])([F:15])[C:12]([NH:11][CH2:10][CH2:9][CH:8]([OH:18])[C:4]1[CH:5]=[CH:6][CH:7]=[C:2]([C:20]#[C:19][C:21]2([OH:26])[CH2:25][CH2:24][CH2:23][CH2:22]2)[CH:3]=1)=[O:17]. (3) Given the reactants [CH3:1][C:2]1[N:3]([CH2:8][CH2:9][NH2:10])[CH:4]=[C:5]([CH3:7])[N:6]=1.[F:11][C:12]1[CH:13]=[C:14]([CH2:20][CH2:21][CH:22]=O)[CH:15]=[CH:16][C:17]=1[O:18][CH3:19], predict the reaction product. The product is: [F:11][C:12]1[CH:13]=[C:14]([CH2:20][CH2:21][CH:22]2[NH:10][CH2:9][CH2:8][N:3]3[C:2]([CH3:1])=[N:6][C:5]([CH3:7])=[C:4]23)[CH:15]=[CH:16][C:17]=1[O:18][CH3:19]. (4) The product is: [F:1][C:2]1[CH:10]=[C:9]2[C:5]([C:6]([C:11]3[CH:12]=[CH:13][C:14]([N:17]([CH3:18])[S:20]([CH3:19])(=[O:22])=[O:21])=[N:15][CH:16]=3)=[CH:7][NH:8]2)=[CH:4][CH:3]=1. Given the reactants [F:1][C:2]1[CH:10]=[C:9]2[C:5]([C:6]([C:11]3[CH:12]=[CH:13][C:14]([NH:17][CH3:18])=[N:15][CH:16]=3)=[CH:7][NH:8]2)=[CH:4][CH:3]=1.[CH3:19][S:20](Cl)(=[O:22])=[O:21], predict the reaction product. (5) Given the reactants ClC1[N:10]=[CH:9]C(F)=CC=1C(O)=O.S(Cl)(Cl)=O.[CH2:16]([O:18][C:19](=[O:28])[C:20]1[CH:25]=C(F)C=N[C:21]=1Cl)C.C(=O)([O-])[O-].[Cs+].[Cs+].[CH2:35]1[O:39][C:38]2[CH:40]=[C:41](O)[CH:42]=[CH:43][C:37]=2O1.[OH-].[Li+], predict the reaction product. The product is: [CH3:16][O:18][C:19](=[O:28])[C:20]([C:41]1[CH:42]=[CH:43][C:37]([C:9]#[N:10])=[C:38]([O:39][CH3:35])[CH:40]=1)([CH3:25])[CH3:21]. (6) Given the reactants [Cl:1][C:2]1[CH:3]=[C:4]([CH:7]=[C:8]([O:10][C:11]2[C:16](=[O:17])[N:15]([CH2:18][C:19]3[C:20]([O:29][CH3:30])=[N:21][C:22](S(C)(=O)=O)=[N:23][CH:24]=3)[CH:14]=[N:13][C:12]=2[C:31]([F:34])([F:33])[F:32])[CH:9]=1)[C:5]#[N:6].[CH3:35][O-:36].[Na+], predict the reaction product. The product is: [Cl:1][C:2]1[CH:3]=[C:4]([CH:7]=[C:8]([O:10][C:11]2[C:16](=[O:17])[N:15]([CH2:18][C:19]3[C:20]([O:29][CH3:30])=[N:21][C:22]([O:36][CH3:35])=[N:23][CH:24]=3)[CH:14]=[N:13][C:12]=2[C:31]([F:34])([F:33])[F:32])[CH:9]=1)[C:5]#[N:6].